This data is from Forward reaction prediction with 1.9M reactions from USPTO patents (1976-2016). The task is: Predict the product of the given reaction. Given the reactants [Cl:1][C:2]1[CH:3]=[C:4]([CH2:20][OH:21])[C:5]([C@@H:8]([NH:12][C:13](=[O:19])[O:14][C:15]([CH3:18])([CH3:17])[CH3:16])[CH:9]([CH3:11])[CH3:10])=[N:6][CH:7]=1.C(N(CC)CC)C.[CH3:29][S:30](Cl)(=[O:32])=[O:31], predict the reaction product. The product is: [CH3:29][S:30]([O:21][CH2:20][C:4]1[C:5]([C@@H:8]([NH:12][C:13]([O:14][C:15]([CH3:16])([CH3:18])[CH3:17])=[O:19])[CH:9]([CH3:11])[CH3:10])=[N:6][CH:7]=[C:2]([Cl:1])[CH:3]=1)(=[O:32])=[O:31].